This data is from HIV replication inhibition screening data with 41,000+ compounds from the AIDS Antiviral Screen. The task is: Binary Classification. Given a drug SMILES string, predict its activity (active/inactive) in a high-throughput screening assay against a specified biological target. (1) The compound is N#CC(C#N)=CC=Cc1ccccc1[N+](=O)[O-]. The result is 0 (inactive). (2) The molecule is O=C(NN=Cc1cc(-c2ccccc2Cl)c(-c2ccccc2Cl)o1)c1ccncc1. The result is 0 (inactive). (3) The compound is N#COc1ccc(Oc2ccccc2)cc1. The result is 0 (inactive).